The task is: Predict the reactants needed to synthesize the given product.. This data is from Full USPTO retrosynthesis dataset with 1.9M reactions from patents (1976-2016). (1) The reactants are: [CH:1]1([CH2:4][N:5]2[CH2:11][CH2:10][C:9]3[S:12][C:13]([NH:15][C:16]4[N:21]=[CH:20][C:19]([F:22])=[CH:18][N:17]=4)=[N:14][C:8]=3[C:7]3=[CH:23][N:24](CC4C=CC(OC)=CC=4)[N:25]=[C:6]23)[CH2:3][CH2:2]1.C(O)(C(F)(F)F)=O. Given the product [CH:1]1([CH2:4][N:5]2[CH2:11][CH2:10][C:9]3[S:12][C:13]([NH:15][C:16]4[N:17]=[CH:18][C:19]([F:22])=[CH:20][N:21]=4)=[N:14][C:8]=3[C:7]3=[CH:23][NH:24][N:25]=[C:6]23)[CH2:2][CH2:3]1, predict the reactants needed to synthesize it. (2) Given the product [Cl:1][C:2]1[CH:3]=[C:4]([CH:7]=[C:8]([O:10][C:11]2[CH:16]=[C:15]([CH3:17])[N:14]=[C:13]([O:18][CH3:20])[C:12]=2[Cl:19])[CH:9]=1)[C:5]#[N:6], predict the reactants needed to synthesize it. The reactants are: [Cl:1][C:2]1[CH:3]=[C:4]([CH:7]=[C:8]([O:10][C:11]2[CH:16]=[C:15]([CH3:17])[NH:14][C:13](=[O:18])[C:12]=2[Cl:19])[CH:9]=1)[C:5]#[N:6].[CH3:20]I. (3) Given the product [CH3:20][S:14]([CH:3]([C:4]1[CH:9]=[CH:8][C:7]([C:10]([F:13])([F:12])[F:11])=[N:6][CH:5]=1)[CH3:2])(=[NH:15])=[O:18], predict the reactants needed to synthesize it. The reactants are: C[CH2:2][CH:3]([S:14]([O-:18])=[N:15]C#N)[C:4]1[CH:5]=[N:6][C:7]([C:10]([F:13])([F:12])[F:11])=[CH:8][CH:9]=1.F[C:20](F)(F)C(OC(=O)C(F)(F)F)=O.C(=O)([O-])[O-].[K+].[K+]. (4) Given the product [C:7]1(=[O:8])[C:6]2[CH:1]=[CH:2][N:3]=[CH:4][C:5]=2[C:10](=[O:12])[NH:23]1, predict the reactants needed to synthesize it. The reactants are: [CH:1]1[C:6]([C:7](O)=[O:8])=[C:5]([C:10]([OH:12])=O)[CH:4]=[N:3][CH:2]=1.C(OC(=O)C)(=O)C.C([NH2:23])(=O)C. (5) Given the product [CH2:31]([O:30][CH:8]([CH2:9][C:10]1[CH:15]=[CH:14][CH:13]=[C:12]([O:16][CH2:17][CH2:18][C:19]2[CH:24]=[CH:23][C:22]([O:25][S:26]([CH3:29])(=[O:27])=[O:28])=[CH:21][CH:20]=2)[CH:11]=1)[C:7]([OH:33])=[O:6])[CH3:32], predict the reactants needed to synthesize it. The reactants are: O.[OH-].[Li+].C([O:6][C:7](=[O:33])[CH:8]([O:30][CH2:31][CH3:32])[CH2:9][C:10]1[CH:15]=[CH:14][CH:13]=[C:12]([O:16][CH2:17][CH2:18][C:19]2[CH:24]=[CH:23][C:22]([O:25][S:26]([CH3:29])(=[O:28])=[O:27])=[CH:21][CH:20]=2)[CH:11]=1)C.